From a dataset of Forward reaction prediction with 1.9M reactions from USPTO patents (1976-2016). Predict the product of the given reaction. Given the reactants [NH:1]1[CH:8]=[CH:7][C:5](=[O:6])[NH:4][C:2]1=[S:3].C([O-])([O-])=O.[K+].[K+].Br[CH2:16][CH2:17][CH3:18], predict the reaction product. The product is: [CH2:16]([S:3][C:2]1[N:4]=[C:5]([OH:6])[CH:7]=[CH:8][N:1]=1)[CH2:17][CH3:18].